Dataset: Catalyst prediction with 721,799 reactions and 888 catalyst types from USPTO. Task: Predict which catalyst facilitates the given reaction. (1) Product: [C:1]([C:5]1[CH:10]=[CH:9][C:8]([N:11]2[C:15](=[O:16])[C:14](=[CH:17][NH:31][NH:30][C:28](=[O:29])[C:27]3[CH:26]=[CH:25][C:24]([C:22]([O:21][CH3:20])=[O:23])=[CH:33][CH:32]=3)[C:13]([CH3:19])=[N:12]2)=[CH:7][CH:6]=1)([CH3:4])([CH3:3])[CH3:2]. The catalyst class is: 9. Reactant: [C:1]([C:5]1[CH:10]=[CH:9][C:8]([N:11]2[C:15]([OH:16])=[C:14]([CH:17]=O)[C:13]([CH3:19])=[N:12]2)=[CH:7][CH:6]=1)([CH3:4])([CH3:3])[CH3:2].[CH3:20][O:21][C:22]([C:24]1[CH:33]=[CH:32][C:27]([C:28]([NH:30][NH2:31])=[O:29])=[CH:26][CH:25]=1)=[O:23]. (2) Reactant: C(O[BH-](OC(=O)C)OC(=O)C)(=O)C.[Na+].OC(C(F)(F)F)=O.FC(F)(F)C([O:26][CH2:27][CH:28]1[CH2:33][CH2:32][N:31]([C:34]([C:36]2[CH:44]=[CH:43][C:42]3[N:41]([S:45]([CH2:48][CH3:49])(=[O:47])=[O:46])[C:40]4[CH2:50][CH2:51][NH:52][CH2:53][C:39]=4[C:38]=3[CH:37]=2)=[O:35])[CH2:30][CH2:29]1)=O.[C:56]1(=O)[CH2:59][CH2:58][CH2:57]1. Product: [CH:56]1([N:52]2[CH2:51][CH2:50][C:40]3[N:41]([S:45]([CH2:48][CH3:49])(=[O:46])=[O:47])[C:42]4[CH:43]=[CH:44][C:36]([C:34]([N:31]5[CH2:30][CH2:29][CH:28]([CH2:27][OH:26])[CH2:33][CH2:32]5)=[O:35])=[CH:37][C:38]=4[C:39]=3[CH2:53]2)[CH2:59][CH2:58][CH2:57]1. The catalyst class is: 4.